The task is: Predict the product of the given reaction.. This data is from Forward reaction prediction with 1.9M reactions from USPTO patents (1976-2016). Given the reactants [H-].[Na+].[N+:3]([C:6]1[N:7]=[C:8]2[N:13]([CH:14]=1)[CH2:12][C@H:11]([OH:15])[CH2:10][O:9]2)([O-:5])=[O:4].Br[CH2:17][C:18]1[N:19]=[N:20][C:21]([Cl:24])=[CH:22][CH:23]=1, predict the reaction product. The product is: [Cl:24][C:21]1[N:20]=[N:19][C:18]([CH2:17][O:15][C@@H:11]2[CH2:10][O:9][C:8]3=[N:7][C:6]([N+:3]([O-:5])=[O:4])=[CH:14][N:13]3[CH2:12]2)=[CH:23][CH:22]=1.